This data is from Forward reaction prediction with 1.9M reactions from USPTO patents (1976-2016). The task is: Predict the product of the given reaction. (1) Given the reactants F[C:2]1[CH:11]=[C:10]([C:12]2[N:17]=[C:16]3[N:18]([CH2:21][C:22]4[CH:23]=[C:24]5[C:29](=[CH:30][CH:31]=4)[N:28]=[CH:27][CH:26]=[CH:25]5)[N:19]=[N:20][C:15]3=[CH:14][CH:13]=2)[CH:9]=[CH:8][C:3]=1[C:4](NC)=[O:5].O1C2C=CC(B(O)O)=CC=2C[CH2:33]1.C(=O)([O-])[O-].[K+].[K+].O1CCOCC1, predict the reaction product. The product is: [O:5]1[C:33]2[CH:2]=[CH:11][C:10]([C:12]3[N:17]=[C:16]4[N:18]([CH2:21][C:22]5[CH:23]=[C:24]6[C:29](=[CH:30][CH:31]=5)[N:28]=[CH:27][CH:26]=[CH:25]6)[N:19]=[N:20][C:15]4=[CH:14][CH:13]=3)=[CH:9][C:8]=2[CH2:3][CH2:4]1. (2) The product is: [CH3:1][O:2][CH2:3][C:4]1[O:5][CH:6]=[CH:7][C:8](=[O:18])[C:9]=1[O:10][CH2:11][C:12]1[CH:17]=[CH:16][CH:15]=[CH:14][CH:13]=1. Given the reactants [CH3:1][O:2][CH2:3][C:4]1[O:5][C:6](C)=[CH:7][C:8](=[O:18])[C:9]=1[O:10][CH2:11][C:12]1[CH:17]=[CH:16][CH:15]=[CH:14][CH:13]=1.OCC1OC=CC(=O)C=1OCC1C=CC=CC=1, predict the reaction product. (3) Given the reactants [CH2:1]([NH:5][S:6](=[O:9])(=O)[OH:7])[CH2:2][CH2:3][CH3:4].P(Cl)(Cl)(Cl)(Cl)[Cl:11], predict the reaction product. The product is: [CH2:1]([NH:5][S:6]([Cl:11])(=[O:9])=[O:7])[CH2:2][CH2:3][CH3:4]. (4) Given the reactants [CH2:1]([N:3]1[CH:7]=[C:6]([C:8]2[CH:13]=[CH:12][N:11]=[CH:10][CH:9]=2)[C:5]([C:14]2[C:15]([F:21])=[C:16]([NH2:20])[CH:17]=[CH:18][CH:19]=2)=[N:4]1)[CH3:2].[F:22][C:23]1[CH:24]=[C:25]([S:29](Cl)(=[O:31])=[O:30])[CH:26]=[CH:27][CH:28]=1, predict the reaction product. The product is: [CH2:1]([N:3]1[CH:7]=[C:6]([C:8]2[CH:9]=[CH:10][N:11]=[CH:12][CH:13]=2)[C:5]([C:14]2[C:15]([F:21])=[C:16]([NH:20][S:29]([C:25]3[CH:26]=[CH:27][CH:28]=[C:23]([F:22])[CH:24]=3)(=[O:31])=[O:30])[CH:17]=[CH:18][CH:19]=2)=[N:4]1)[CH3:2]. (5) Given the reactants [OH:1][CH2:2][C@H:3]1[N:7]([C:8]2[CH:9]=N[CH:11]=[CH:12][CH:13]=2)[C:6](=[O:14])[CH2:5][CH2:4]1.[OH:15][C:16]1[CH:23]=[CH:22][CH:21]=[C:20]([OH:24])[C:17]=1[CH:18]=[O:19].[CH:25]1C=CC(P(C2C=CC=CC=2)C2C=CC=CC=2)=CC=1.CC(OC(/N=N/C(OC(C)C)=O)=O)C.C(C#N)(C)=O, predict the reaction product. The product is: [OH:15][C:16]1[CH:23]=[CH:22][CH:21]=[C:20]([O:24][CH2:4][C@@H:3]2[CH2:2][O:1][CH2:5][C:6](=[O:14])[N:7]2[C:8]2[CH:9]=[CH:25][CH:11]=[CH:12][CH:13]=2)[C:17]=1[CH:18]=[O:19]. (6) Given the reactants [OH:1][C:2]1[CH:9]=[CH:8][C:5]([CH:6]=[O:7])=[C:4]([N+:10]([O-:12])=[O:11])[C:3]=1[O:13][CH3:14].C(=O)([O-])[O-].[K+].[K+].[CH2:21](Br)[C:22]1[CH:27]=[CH:26][CH:25]=[CH:24][CH:23]=1, predict the reaction product. The product is: [CH2:21]([O:1][C:2]1[CH:9]=[CH:8][C:5]([CH:6]=[O:7])=[C:4]([N+:10]([O-:12])=[O:11])[C:3]=1[O:13][CH3:14])[C:22]1[CH:27]=[CH:26][CH:25]=[CH:24][CH:23]=1. (7) Given the reactants [F:1][C:2]1[CH:7]=[CH:6][C:5]([CH2:8][C:9]([OH:11])=[O:10])=[C:4]([N+:12]([O-:14])=[O:13])[CH:3]=1.[CH3:15][C:16](O)([CH3:18])[CH3:17], predict the reaction product. The product is: [F:1][C:2]1[CH:7]=[CH:6][C:5]([CH2:8][C:9]([O:11][C:16]([CH3:18])([CH3:17])[CH3:15])=[O:10])=[C:4]([N+:12]([O-:14])=[O:13])[CH:3]=1. (8) Given the reactants Br[C:2]1[C:7]([O:8][CH3:9])=[CH:6][CH:5]=[C:4]([I:10])[N:3]=1.[O-:11][CH2:12][CH3:13].[Na+], predict the reaction product. The product is: [CH2:12]([O:11][C:2]1[C:7]([O:8][CH3:9])=[CH:6][CH:5]=[C:4]([I:10])[N:3]=1)[CH3:13]. (9) Given the reactants FC(F)(F)C(O)=O.[CH:8]1([C:11]([C:14]2[CH:19]=[CH:18][C:17]([C:20]([F:23])([F:22])[F:21])=[CH:16][C:15]=2[F:24])(O)[CH3:12])[CH2:10][CH2:9]1.[CH3:25][S:26][CH2:27][C:28]1[CH:29]=[CH:30][CH:31]=[C:32]2[C:36]=1[NH:35][CH:34]=[CH:33]2, predict the reaction product. The product is: [CH:8]1([C:11]([C:33]2[C:32]3[C:36](=[C:28]([CH2:27][S:26][CH3:25])[CH:29]=[CH:30][CH:31]=3)[NH:35][CH:34]=2)([C:14]2[CH:19]=[CH:18][C:17]([C:20]([F:23])([F:22])[F:21])=[CH:16][C:15]=2[F:24])[CH3:12])[CH2:10][CH2:9]1. (10) Given the reactants Br[C:2]1[C:11]([CH3:12])=[CH:10][C:5]([C:6]([O:8][CH3:9])=[O:7])=[CH:4][C:3]=1[CH3:13].[F:14][C:15]1[CH:20]=[CH:19][C:18](B(O)O)=[CH:17][CH:16]=1, predict the reaction product. The product is: [F:14][C:15]1[CH:20]=[CH:19][C:18]([C:2]2[C:11]([CH3:12])=[CH:10][C:5]([C:6]([O:8][CH3:9])=[O:7])=[CH:4][C:3]=2[CH3:13])=[CH:17][CH:16]=1.